This data is from Peptide-MHC class II binding affinity with 134,281 pairs from IEDB. The task is: Regression. Given a peptide amino acid sequence and an MHC pseudo amino acid sequence, predict their binding affinity value. This is MHC class II binding data. (1) The peptide sequence is IKRIHEYKRQLMNIL. The MHC is HLA-DQA10501-DQB10301 with pseudo-sequence HLA-DQA10501-DQB10301. The binding affinity (normalized) is 0.0385. (2) The peptide sequence is THFTTWTSIPTLAAQ. The MHC is DRB1_0901 with pseudo-sequence DRB1_0901. The binding affinity (normalized) is 0.589. (3) The peptide sequence is ELVPEDPEDSAL. The MHC is DRB1_1501 with pseudo-sequence DRB1_1501. The binding affinity (normalized) is 0.177. (4) The peptide sequence is HLYYNSNIGKII. The MHC is HLA-DQA10501-DQB10301 with pseudo-sequence HLA-DQA10501-DQB10301. The binding affinity (normalized) is 0.170. (5) The peptide sequence is SAAVKDERAVHADMG. The binding affinity (normalized) is 0.506. The MHC is DRB1_0101 with pseudo-sequence DRB1_0101.